This data is from Peptide-MHC class I binding affinity with 185,985 pairs from IEDB/IMGT. The task is: Regression. Given a peptide amino acid sequence and an MHC pseudo amino acid sequence, predict their binding affinity value. This is MHC class I binding data. The peptide sequence is TFLQSPPIR. The MHC is HLA-A11:01 with pseudo-sequence HLA-A11:01. The binding affinity (normalized) is 0.